Task: Binary Classification. Given a miRNA mature sequence and a target amino acid sequence, predict their likelihood of interaction.. Dataset: Experimentally validated miRNA-target interactions with 360,000+ pairs, plus equal number of negative samples (1) The protein sequence of the target gene is MAVKVQTTKRGDPHELRNIFLQYASTEVDGERYMTPEDFVQRYLGLYNDPNSNPKIVQLLAGVADQTKDGLISYQEFLAFESVLCAPDSMFIVAFQLFDKSGNGEVTFENVKEIFGQTIIHHHIPFNWDCEFIRLHFGHNRKKHLNYTEFTQFLQELQLEHARQAFALKDKSKSGMISGLDFSDIMVTIRSHMLTPFVEENLVSAAGGSISHQVSFSYFNAFNSLLNNMELVRKIYSTLAGTRKDVEVTKEEFAQSAIRYGQVTPLEIDILYQLADLYNASGRLTLADIERIAPLAEGAL.... Result: 1 (interaction). The miRNA is hsa-miR-499a-5p with sequence UUAAGACUUGCAGUGAUGUUU. (2) The miRNA is hsa-miR-6516-3p with sequence AUCAUGUAUGAUACUGCAAACA. The protein sequence of the target gene is MASKLLRAVILGPPGSGKGTVCERIAQNFGLQHLSSGHLLRENLKTGTEVGDVAKQYLEKGLLVPDHVITRLMMSELETRSAQHWLLDGFPRTLVQAEALDGICDVDLVISLNIPFETLKDRLSRRWIHPSSGRVYNLDFNPPQVQGIDDITGEPLVQQEDDKPEAVAARLRRYKDAAKPVIELYKSRGVLHQFSGTETNRIWPYVYTLFSNKITPIQSKEAY. Result: 0 (no interaction). (3) The miRNA is mmu-miR-344-3p with sequence UGAUCUAGCCAAAGCCUGACUGU. The protein sequence of the target gene is MADPAECSIKVMCRFRPLNEAEILRGDKFIPKFKGEETVVIGQGKPYVFDRVLPPNTTQEQVYNACAKQIVKDVLEGYNGTIFAYGQTSSGKTHTMEGKLHDPQLMGIIPRIAHDIFDHIYSMDENLEFHIKVSYFEIYLDKIRDLLDVSKTNLAVHEDKNRVPYVKGCTERFVSSPEEVMDVIDEGKANRHVAVTNMNEHSSRSHSIFLINIKQENVETEKKLSGKLYLVDLAGSEKVSKTGAEGAVLDEAKNINKSLSALGNVISALAEGTKTHVPYRDSKMTRILQDSLGGNCRTTI.... Result: 0 (no interaction). (4) The miRNA is hsa-miR-1193 with sequence GGGAUGGUAGACCGGUGACGUGC. The protein sequence of the target gene is MHSLATAAPVPTTLAQVDREKIYQWINELSSPETRENALLELSKKRESVPDLAPMLWHSFGTIAALLQEIVNIYPSINPPTLTAHQSNRVCNALALLQCVASHPETRSAFLAAHIPLFLYPFLHTVSKTRPFEYLRLTSLGVIGALVKTDEQEVINFLLTTEIIPLCLRIMESGSELSKTVATFILQKILLDDTGLAYICQTYERFSHVAMILGKMVLQLSKEPSARLLKHVVRCYLRLSDNPRAREALRQCLPDQLKDTTFAQVLKDDTTTKRWLAQLVKNLQEGQVTDPRGIPLPPQ. Result: 0 (no interaction). (5) The miRNA is hsa-miR-192-3p with sequence CUGCCAAUUCCAUAGGUCACAG. The protein sequence of the target gene is MRAVSVWYCCPWGLLLLHCLCSFSVGSPSPSISPEKKVGSQGLRFRLAGFPRKPYEGRVEIQRAGEWGTICDDDFTLQAAHVLCRELGFTEATGWTHSAKYGPGTGRIWLDNLSCRGTEGSVTECASRGWGNSDCTHDEDAGVICKDQRLPGFSDSNVIEVEHQLQVEEVRLRPAVEWGRRPLPVTEGLVEVRLPEGWSQVCDKGWSAHNSHVVCGMLGFPGEKRVNMAFYRMLAQKKQHSFGLHSVACVGTEAHLSLCSLEFYRANDTTRCSGGNPAVVSCVLGPLYATFTGQKKQQHS.... Result: 0 (no interaction).